Dataset: NCI-60 drug combinations with 297,098 pairs across 59 cell lines. Task: Regression. Given two drug SMILES strings and cell line genomic features, predict the synergy score measuring deviation from expected non-interaction effect. (1) Drug 1: C1=C(C(=O)NC(=O)N1)F. Drug 2: CCC1(C2=C(COC1=O)C(=O)N3CC4=CC5=C(C=CC(=C5CN(C)C)O)N=C4C3=C2)O.Cl. Cell line: OVCAR3. Synergy scores: CSS=70.8, Synergy_ZIP=-4.48, Synergy_Bliss=-4.30, Synergy_Loewe=-1.85, Synergy_HSA=1.57. (2) Cell line: K-562. Drug 2: C1CN1P(=S)(N2CC2)N3CC3. Synergy scores: CSS=10.2, Synergy_ZIP=-7.44, Synergy_Bliss=-1.99, Synergy_Loewe=-4.22, Synergy_HSA=-3.30. Drug 1: C1CCC(C1)C(CC#N)N2C=C(C=N2)C3=C4C=CNC4=NC=N3. (3) Drug 1: C1=CC(=CC=C1C#N)C(C2=CC=C(C=C2)C#N)N3C=NC=N3. Drug 2: CCC1=C2CN3C(=CC4=C(C3=O)COC(=O)C4(CC)O)C2=NC5=C1C=C(C=C5)O. Cell line: PC-3. Synergy scores: CSS=10.3, Synergy_ZIP=-3.07, Synergy_Bliss=-0.381, Synergy_Loewe=-27.4, Synergy_HSA=-6.72. (4) Drug 1: C1=C(C(=O)NC(=O)N1)F. Drug 2: N.N.Cl[Pt+2]Cl. Cell line: A498. Synergy scores: CSS=42.9, Synergy_ZIP=-4.84, Synergy_Bliss=-11.1, Synergy_Loewe=-13.7, Synergy_HSA=-11.8. (5) Drug 1: CS(=O)(=O)CCNCC1=CC=C(O1)C2=CC3=C(C=C2)N=CN=C3NC4=CC(=C(C=C4)OCC5=CC(=CC=C5)F)Cl. Drug 2: C1CN1C2=NC(=NC(=N2)N3CC3)N4CC4. Cell line: OVCAR-4. Synergy scores: CSS=7.66, Synergy_ZIP=-5.27, Synergy_Bliss=-4.26, Synergy_Loewe=-7.06, Synergy_HSA=-5.61. (6) Synergy scores: CSS=-3.21, Synergy_ZIP=3.93, Synergy_Bliss=2.77, Synergy_Loewe=-3.07, Synergy_HSA=-3.08. Drug 2: CCN(CC)CCNC(=O)C1=C(NC(=C1C)C=C2C3=C(C=CC(=C3)F)NC2=O)C. Drug 1: CC1=CC2C(CCC3(C2CCC3(C(=O)C)OC(=O)C)C)C4(C1=CC(=O)CC4)C. Cell line: HOP-62. (7) Drug 1: C1=NC(=NC(=O)N1C2C(C(C(O2)CO)O)O)N. Drug 2: C#CCC(CC1=CN=C2C(=N1)C(=NC(=N2)N)N)C3=CC=C(C=C3)C(=O)NC(CCC(=O)O)C(=O)O. Cell line: SK-OV-3. Synergy scores: CSS=38.0, Synergy_ZIP=2.56, Synergy_Bliss=0.461, Synergy_Loewe=-19.8, Synergy_HSA=-0.239. (8) Drug 1: CCC1=CC2CC(C3=C(CN(C2)C1)C4=CC=CC=C4N3)(C5=C(C=C6C(=C5)C78CCN9C7C(C=CC9)(C(C(C8N6C)(C(=O)OC)O)OC(=O)C)CC)OC)C(=O)OC.C(C(C(=O)O)O)(C(=O)O)O. Drug 2: CC1=C2C(C(=O)C3(C(CC4C(C3C(C(C2(C)C)(CC1OC(=O)C(C(C5=CC=CC=C5)NC(=O)OC(C)(C)C)O)O)OC(=O)C6=CC=CC=C6)(CO4)OC(=O)C)O)C)O. Cell line: OVCAR-4. Synergy scores: CSS=15.0, Synergy_ZIP=-10.8, Synergy_Bliss=-4.65, Synergy_Loewe=-7.72, Synergy_HSA=-0.713. (9) Drug 1: COC1=CC(=CC(=C1O)OC)C2C3C(COC3=O)C(C4=CC5=C(C=C24)OCO5)OC6C(C(C7C(O6)COC(O7)C8=CC=CS8)O)O. Drug 2: CCCCCOC(=O)NC1=NC(=O)N(C=C1F)C2C(C(C(O2)C)O)O. Cell line: NCI-H322M. Synergy scores: CSS=8.08, Synergy_ZIP=1.52, Synergy_Bliss=6.65, Synergy_Loewe=0.201, Synergy_HSA=4.34. (10) Drug 1: CCCS(=O)(=O)NC1=C(C(=C(C=C1)F)C(=O)C2=CNC3=C2C=C(C=N3)C4=CC=C(C=C4)Cl)F. Drug 2: CN(CC1=CN=C2C(=N1)C(=NC(=N2)N)N)C3=CC=C(C=C3)C(=O)NC(CCC(=O)O)C(=O)O. Cell line: SF-268. Synergy scores: CSS=5.72, Synergy_ZIP=-1.68, Synergy_Bliss=-1.79, Synergy_Loewe=-17.0, Synergy_HSA=-4.90.